From a dataset of Forward reaction prediction with 1.9M reactions from USPTO patents (1976-2016). Predict the product of the given reaction. (1) Given the reactants [NH:1]1[C@H:10]2[C@@H:5]([CH2:6][C:7]3[CH:14]=[CH:13][CH:12]=[CH:11][C:8]=3[CH2:9]2)[CH2:4][CH2:3][CH2:2]1.C(N(CC)CC)C.[C:22](O[C:22](=[O:25])[CH2:23][CH3:24])(=[O:25])[CH2:23][CH3:24].N, predict the reaction product. The product is: [N:1]1([C:22](=[O:25])[CH2:23][CH3:24])[C@H:10]2[C@@H:5]([CH2:6][C:7]3[CH:14]=[CH:13][CH:12]=[CH:11][C:8]=3[CH2:9]2)[CH2:4][CH2:3][CH2:2]1. (2) Given the reactants [CH3:1][N:2]1[C:6]2=[C:7]3[C:12](=[CH:13][CH:14]=[C:5]2[CH:4]=[N:3]1)[C:11](=[O:15])[C:10]([C:16]1[CH:17]=[CH:18][C:19]([C:22]2([NH:26]S(C(C)(C)C)=O)[CH2:25][CH2:24][CH2:23]2)=[N:20][CH:21]=1)=[C:9]([C:33]1[CH:38]=[CH:37][CH:36]=[CH:35][CH:34]=1)[O:8]3.[ClH:39].O1CCOCC1, predict the reaction product. The product is: [ClH:39].[NH2:26][C:22]1([C:19]2[N:20]=[CH:21][C:16]([C:10]3[C:11](=[O:15])[C:12]4[C:7]([O:8][C:9]=3[C:33]3[CH:38]=[CH:37][CH:36]=[CH:35][CH:34]=3)=[C:6]3[N:2]([CH3:1])[N:3]=[CH:4][C:5]3=[CH:14][CH:13]=4)=[CH:17][CH:18]=2)[CH2:25][CH2:24][CH2:23]1. (3) Given the reactants [CH2:1]([NH:8][C:9](=[O:21])[C@H:10]([NH:13]C(=O)OC(C)(C)C)[CH2:11][OH:12])[C:2]1[CH:7]=[CH:6][CH:5]=[CH:4][CH:3]=1.[OH-].[Na+].S(OC)(O[CH3:28])(=O)=O.O, predict the reaction product. The product is: [NH2:13][C@H:10]([CH2:11][O:12][CH3:28])[C:9]([NH:8][CH2:1][C:2]1[CH:7]=[CH:6][CH:5]=[CH:4][CH:3]=1)=[O:21]. (4) The product is: [F:2][C:3]1([C:9]([O:11][CH2:12][CH3:13])=[O:10])[CH2:4][CH2:5][N:6]([CH:29]2[CH2:30][CH2:31][CH2:32][N:26]([C:24]([O:23][CH2:21][CH3:22])=[O:25])[CH2:27][CH2:28]2)[CH2:7][CH2:8]1. Given the reactants Cl.[F:2][C:3]1([C:9]([O:11][CH2:12][CH3:13])=[O:10])[CH2:8][CH2:7][NH:6][CH2:5][CH2:4]1.C([O-])([O-])=O.[K+].[K+].O.[CH2:21]([O:23][C:24]([N:26]1[CH2:32][CH2:31][CH2:30][C:29](=O)[CH2:28][CH2:27]1)=[O:25])[CH3:22], predict the reaction product.